Dataset: Forward reaction prediction with 1.9M reactions from USPTO patents (1976-2016). Task: Predict the product of the given reaction. (1) Given the reactants [Cl:1][C:2]1[CH:7]=[C:6]([Cl:8])[CH:5]=[CH:4][C:3]=1[N:9]=[C:10]=S.[NH:12]([C:14](=[O:37])[C:15]([NH:17][C:18]1[CH:19]=[CH:20][C:21]([O:24][CH:25]2[CH2:30][CH2:29][C:28]([CH3:36])([C:31]([O:33][CH2:34][CH3:35])=[O:32])[CH2:27][CH2:26]2)=[N:22][CH:23]=1)=[O:16])[NH2:13].Cl.CN(C)CCCN=C=NCC.O, predict the reaction product. The product is: [Cl:1][C:2]1[CH:7]=[C:6]([Cl:8])[CH:5]=[CH:4][C:3]=1[NH:9][C:10]1[O:37][C:14]([C:15]([NH:17][C:18]2[CH:19]=[CH:20][C:21]([O:24][CH:25]3[CH2:30][CH2:29][C:28]([CH3:36])([C:31]([O:33][CH2:34][CH3:35])=[O:32])[CH2:27][CH2:26]3)=[N:22][CH:23]=2)=[O:16])=[N:12][N:13]=1. (2) The product is: [NH2:38][C:31]1[C:32]2[C:37](=[CH:36][CH:35]=[CH:34][CH:33]=2)[C:28]([O:27][C:25]2[CH:24]=[CH:23][N:22]=[C:21]([NH:20][C:5]3[CH:6]=[C:7]([CH:8]=[C:3]([O:2][CH3:1])[CH:4]=3)[C:9]([NH:10][CH2:11][CH2:12][N:13]3[CH2:18][CH2:17][O:16][CH2:15][CH2:14]3)=[O:19])[CH:26]=2)=[CH:29][CH:30]=1. Given the reactants [CH3:1][O:2][C:3]1[CH:4]=[C:5]([NH:20][C:21]2[CH:26]=[C:25]([O:27][C:28]3[C:37]4[C:32](=[CH:33][CH:34]=[CH:35][CH:36]=4)[C:31]([NH:38]C(=O)OC(C)(C)C)=[CH:30][CH:29]=3)[CH:24]=[CH:23][N:22]=2)[CH:6]=[C:7]([C:9](=[O:19])[NH:10][CH2:11][CH2:12][N:13]2[CH2:18][CH2:17][O:16][CH2:15][CH2:14]2)[CH:8]=1.Cl.C([O-])([O-])=O.[Na+].[Na+], predict the reaction product. (3) Given the reactants [CH:1]([C:3]1[CH:4]=[CH:5][C:6]2[CH2:7][C@H:8]3[N:19]([C:20]([O:22][C:23]([CH3:26])([CH3:25])[CH3:24])=[O:21])[CH2:18][CH2:17][C@@:14]4([C:15]=2[CH:16]=1)[C@H:9]3[CH2:10][CH2:11][CH2:12][CH2:13]4)=[CH2:2].[H][H], predict the reaction product. The product is: [CH2:1]([C:3]1[CH:4]=[CH:5][C:6]2[CH2:7][C@H:8]3[N:19]([C:20]([O:22][C:23]([CH3:24])([CH3:26])[CH3:25])=[O:21])[CH2:18][CH2:17][C@@:14]4([C:15]=2[CH:16]=1)[C@H:9]3[CH2:10][CH2:11][CH2:12][CH2:13]4)[CH3:2]. (4) Given the reactants [F:1][CH:2]1C(=O)[CH2:6][CH2:5][N:4]([C:9]2[CH:14]=[CH:13][C:12]([N+:15]([O-:17])=[O:16])=[CH:11][CH:10]=2)[CH2:3]1.[CH3:18][O:19][CH:20](OC)[O:21][CH3:22].O.C1(C)C=CC(S(O)(=O)=O)=CC=1, predict the reaction product. The product is: [CH3:18][O:19][C:20]1([O:21][CH3:22])[CH2:6][CH2:5][N:4]([C:9]2[CH:14]=[CH:13][C:12]([N+:15]([O-:17])=[O:16])=[CH:11][CH:10]=2)[CH2:3][CH:2]1[F:1]. (5) Given the reactants [N:1]1[CH:6]=[CH:5][CH:4]=[CH:3][C:2]=1[CH2:7][CH2:8][NH:9][S:10]([NH:13]C(=O)OCC1C=CC=CC=1)(=[O:12])=[O:11], predict the reaction product. The product is: [N:1]1[CH:6]=[CH:5][CH:4]=[CH:3][C:2]=1[CH2:7][CH2:8][NH:9][S:10]([NH2:13])(=[O:12])=[O:11].